The task is: Predict the product of the given reaction.. This data is from Forward reaction prediction with 1.9M reactions from USPTO patents (1976-2016). The product is: [F:1][C:2]1[CH:3]=[CH:4][C:5]([C:8]2[CH:9]=[N:10][CH:11]=[C:12]([CH:17]=2)[C:13]([OH:15])=[O:14])=[CH:6][CH:7]=1. Given the reactants [F:1][C:2]1[CH:7]=[CH:6][C:5]([C:8]2[CH:9]=[N:10][CH:11]=[C:12]([CH:17]=2)[C:13]([O:15]C)=[O:14])=[CH:4][CH:3]=1.BrC1C=C(C(OC)=O)C=NC=1.FC1C=CC(B(O)O)=CC=1, predict the reaction product.